From a dataset of Reaction yield outcomes from USPTO patents with 853,638 reactions. Predict the reaction yield, written as a fraction of the theoretical maximum amount of product (1.0 means a 100% yield; for example, 0.34 means a 34% yield). (1) The reactants are [CH3:1][O:2][C:3]1[CH:8]=[CH:7][C:6]([C:9]2[CH:14]=[CH:13][NH:12][C:11](=[O:15])[CH:10]=2)=[CH:5][CH:4]=1.Br[C:17]1[CH:25]=[C:24]2[C:20]([C:21]3[CH2:30][CH2:29][N:28]([C:31]([O:33][C:34]([CH3:37])([CH3:36])[CH3:35])=[O:32])[CH2:27][C:22]=3[N:23]2[CH3:26])=[CH:19][CH:18]=1.OC1C=CC=C2C=1N=CC=C2.C([O-])([O-])=O.[Cs+].[Cs+]. The catalyst is CS(C)=O.[Cu]I. The product is [CH3:1][O:2][C:3]1[CH:8]=[CH:7][C:6]([C:9]2[CH:14]=[CH:13][N:12]([C:17]3[CH:25]=[C:24]4[C:20]([C:21]5[CH2:30][CH2:29][N:28]([C:31]([O:33][C:34]([CH3:37])([CH3:36])[CH3:35])=[O:32])[CH2:27][C:22]=5[N:23]4[CH3:26])=[CH:19][CH:18]=3)[C:11](=[O:15])[CH:10]=2)=[CH:5][CH:4]=1. The yield is 0.400. (2) The reactants are [N:1]([C:4]1([CH2:20][C:21](OCC)=[O:22])[C:17]2[CH:16]=[C:15]([Cl:18])[N:14]=[CH:13][C:12]=2[O:11][C:10]2[C:5]1=[CH:6][C:7]([Br:19])=[CH:8][CH:9]=2)=[N+]=[N-].[H-].[H-].[H-].[H-].[Li+].[Al+3]. The catalyst is C1COCC1. The product is [NH2:1][C:4]1([CH2:20][CH2:21][OH:22])[C:17]2[CH:16]=[C:15]([Cl:18])[N:14]=[CH:13][C:12]=2[O:11][C:10]2[C:5]1=[CH:6][C:7]([Br:19])=[CH:8][CH:9]=2. The yield is 0.505. (3) The product is [CH3:17][C:18]1([CH3:34])[C:22]([CH3:24])([CH3:23])[O:21][B:20]([C:2]2[CH:7]=[CH:6][C:5]([C:8]3[N:9]=[C:10]([NH:13][C:14](=[O:16])[CH3:15])[S:11][CH:12]=3)=[CH:4][CH:3]=2)[O:19]1. The yield is 0.523. The catalyst is O1CCOCC1.C1C=CC(P(C2C=CC=CC=2)[C-]2C=CC=C2)=CC=1.C1C=CC(P(C2C=CC=CC=2)[C-]2C=CC=C2)=CC=1.Cl[Pd]Cl.[Fe+2]. The reactants are Br[C:2]1[CH:7]=[CH:6][C:5]([C:8]2[N:9]=[C:10]([NH:13][C:14](=[O:16])[CH3:15])[S:11][CH:12]=2)=[CH:4][CH:3]=1.[CH3:17][C:18]1([CH3:34])[C:22]([CH3:24])([CH3:23])[O:21][B:20]([B:20]2[O:21][C:22]([CH3:24])([CH3:23])[C:18]([CH3:34])([CH3:17])[O:19]2)[O:19]1.C([O-])(=O)C.[K+].ClCCl.